From a dataset of NCI-60 drug combinations with 297,098 pairs across 59 cell lines. Regression. Given two drug SMILES strings and cell line genomic features, predict the synergy score measuring deviation from expected non-interaction effect. (1) Drug 1: CC1OCC2C(O1)C(C(C(O2)OC3C4COC(=O)C4C(C5=CC6=C(C=C35)OCO6)C7=CC(=C(C(=C7)OC)O)OC)O)O. Drug 2: C(CN)CNCCSP(=O)(O)O. Cell line: HS 578T. Synergy scores: CSS=32.0, Synergy_ZIP=1.80, Synergy_Bliss=4.09, Synergy_Loewe=-14.8, Synergy_HSA=4.11. (2) Drug 1: C(=O)(N)NO. Drug 2: C1CCC(C(C1)N)N.C(=O)(C(=O)[O-])[O-].[Pt+4]. Cell line: NCI-H522. Synergy scores: CSS=25.1, Synergy_ZIP=-3.85, Synergy_Bliss=2.40, Synergy_Loewe=-19.4, Synergy_HSA=3.63. (3) Drug 1: C1=CC(=C2C(=C1NCCNCCO)C(=O)C3=C(C=CC(=C3C2=O)O)O)NCCNCCO. Drug 2: CC(C)CN1C=NC2=C1C3=CC=CC=C3N=C2N. Cell line: IGROV1. Synergy scores: CSS=38.0, Synergy_ZIP=-4.73, Synergy_Bliss=-1.82, Synergy_Loewe=-16.6, Synergy_HSA=-2.08. (4) Synergy scores: CSS=33.1, Synergy_ZIP=2.85, Synergy_Bliss=3.56, Synergy_Loewe=-41.5, Synergy_HSA=-2.14. Drug 2: COC1=NC(=NC2=C1N=CN2C3C(C(C(O3)CO)O)O)N. Cell line: OVCAR3. Drug 1: CCC1(CC2CC(C3=C(CCN(C2)C1)C4=CC=CC=C4N3)(C5=C(C=C6C(=C5)C78CCN9C7C(C=CC9)(C(C(C8N6C=O)(C(=O)OC)O)OC(=O)C)CC)OC)C(=O)OC)O.OS(=O)(=O)O. (5) Drug 1: C1=NC(=NC(=O)N1C2C(C(C(O2)CO)O)O)N. Drug 2: CS(=O)(=O)OCCCCOS(=O)(=O)C. Cell line: HL-60(TB). Synergy scores: CSS=87.3, Synergy_ZIP=-0.0841, Synergy_Bliss=0.603, Synergy_Loewe=3.23, Synergy_HSA=5.55. (6) Drug 1: CCC1=CC2CC(C3=C(CN(C2)C1)C4=CC=CC=C4N3)(C5=C(C=C6C(=C5)C78CCN9C7C(C=CC9)(C(C(C8N6C)(C(=O)OC)O)OC(=O)C)CC)OC)C(=O)OC.C(C(C(=O)O)O)(C(=O)O)O. Drug 2: CC1=C(C=C(C=C1)C(=O)NC2=CC(=CC(=C2)C(F)(F)F)N3C=C(N=C3)C)NC4=NC=CC(=N4)C5=CN=CC=C5. Cell line: BT-549. Synergy scores: CSS=57.9, Synergy_ZIP=10.2, Synergy_Bliss=10.9, Synergy_Loewe=-12.1, Synergy_HSA=6.43. (7) Drug 1: C1CCC(C1)C(CC#N)N2C=C(C=N2)C3=C4C=CNC4=NC=N3. Drug 2: CS(=O)(=O)C1=CC(=C(C=C1)C(=O)NC2=CC(=C(C=C2)Cl)C3=CC=CC=N3)Cl. Cell line: SF-268. Synergy scores: CSS=-1.28, Synergy_ZIP=2.39, Synergy_Bliss=1.70, Synergy_Loewe=-4.06, Synergy_HSA=-3.96. (8) Cell line: RPMI-8226. Synergy scores: CSS=51.5, Synergy_ZIP=-4.66, Synergy_Bliss=-2.03, Synergy_Loewe=-1.53, Synergy_HSA=0.910. Drug 1: C1=CC(=CC=C1CCC2=CNC3=C2C(=O)NC(=N3)N)C(=O)NC(CCC(=O)O)C(=O)O. Drug 2: CCC1(C2=C(COC1=O)C(=O)N3CC4=CC5=C(C=CC(=C5CN(C)C)O)N=C4C3=C2)O.Cl. (9) Drug 1: COC1=CC(=CC(=C1O)OC)C2C3C(COC3=O)C(C4=CC5=C(C=C24)OCO5)OC6C(C(C7C(O6)COC(O7)C8=CC=CS8)O)O. Synergy scores: CSS=41.4, Synergy_ZIP=3.58, Synergy_Bliss=2.25, Synergy_Loewe=-25.9, Synergy_HSA=1.25. Cell line: NCI-H460. Drug 2: CCCS(=O)(=O)NC1=C(C(=C(C=C1)F)C(=O)C2=CNC3=C2C=C(C=N3)C4=CC=C(C=C4)Cl)F.